Task: Predict the product of the given reaction.. Dataset: Forward reaction prediction with 1.9M reactions from USPTO patents (1976-2016) (1) Given the reactants [CH2:1]([O:3][C:4]([C:6]1[NH:7][C:8]2[C:13]([CH:14]=1)=[CH:12][C:11]([OH:15])=[CH:10][CH:9]=2)=[O:5])[CH3:2].[CH:16]([N:19]1[CH2:24][CH2:23][CH:22](O)[CH2:21][CH2:20]1)([CH3:18])[CH3:17].C1(P(C2C=CC=CC=2)C2C=CC=CC=2)C=CC=CC=1.CC(OC(/N=N/C(OC(C)(C)C)=O)=O)(C)C, predict the reaction product. The product is: [CH2:1]([O:3][C:4]([C:6]1[NH:7][C:8]2[C:13]([CH:14]=1)=[CH:12][C:11]([O:15][CH:22]1[CH2:23][CH2:24][N:19]([CH:16]([CH3:18])[CH3:17])[CH2:20][CH2:21]1)=[CH:10][CH:9]=2)=[O:5])[CH3:2]. (2) The product is: [CH3:25][C:24]1[CH:23]=[CH:22][C:17]([C:18]([O:20][CH3:21])=[O:19])=[CH:16][C:15]=1[NH:13][C:9]1[N:8]=[C:7]([C:1]2[CH:2]=[CH:3][CH:4]=[CH:5][CH:6]=2)[CH:12]=[CH:11][N:10]=1. Given the reactants [C:1]1([C:7]2[CH:12]=[CH:11][N:10]=[C:9]([NH2:13])[N:8]=2)[CH:6]=[CH:5][CH:4]=[CH:3][CH:2]=1.Br[C:15]1[CH:16]=[C:17]([CH:22]=[CH:23][C:24]=1[CH3:25])[C:18]([O:20][CH3:21])=[O:19].C([O-])([O-])=O.[Cs+].[Cs+].CC1(C)C2C(=C(P(C3C=CC=CC=3)C3C=CC=CC=3)C=CC=2)OC2C(P(C3C=CC=CC=3)C3C=CC=CC=3)=CC=CC1=2, predict the reaction product. (3) Given the reactants [Si:1]([O:18][C@H:19]1[CH2:24][CH2:23][C@@:22]([C@H:26]2[CH2:34][CH2:33][C@@:32]3([CH3:35])[C@@H:28]([CH2:29][CH2:30][C:31]43[O:39][CH2:38][CH2:37][O:36]4)[C@@H:27]2[OH:40])([CH3:25])[C@@H:21]([CH2:41][CH2:42][OH:43])[CH2:20]1)([C:14]([CH3:17])([CH3:16])[CH3:15])([C:8]1[CH:13]=[CH:12][CH:11]=[CH:10][CH:9]=1)[C:2]1[CH:7]=[CH:6][CH:5]=[CH:4][CH:3]=1.N1C=CN=C1.[CH3:49][C:50]([Si:53](Cl)([CH3:55])[CH3:54])([CH3:52])[CH3:51], predict the reaction product. The product is: [Si:53]([O:43][CH2:42][CH2:41][C@H:21]1[CH2:20][C@@H:19]([O:18][Si:1]([C:14]([CH3:16])([CH3:17])[CH3:15])([C:2]2[CH:7]=[CH:6][CH:5]=[CH:4][CH:3]=2)[C:8]2[CH:13]=[CH:12][CH:11]=[CH:10][CH:9]=2)[CH2:24][CH2:23][C@@:22]1([C@H:26]1[CH2:34][CH2:33][C@@:32]2([CH3:35])[C@@H:28]([CH2:29][CH2:30][C:31]32[O:36][CH2:37][CH2:38][O:39]3)[C@@H:27]1[OH:40])[CH3:25])([C:50]([CH3:52])([CH3:51])[CH3:49])([CH3:55])[CH3:54]. (4) Given the reactants OO.C(O)(=[O:5])C.[F:7][C:8]([F:51])([C:13]1[C:17]([C:18]([F:24])([F:23])[C:19]([F:22])([F:21])[F:20])=[CH:16][N:15]([CH2:25][C:26]2[CH:31]=[CH:30][C:29]([NH:32][C:33]([C:35]3[C:36]([C:42]([NH:44][C@@H:45]([CH3:49])[CH2:46][S:47][CH3:48])=[O:43])=[C:37]([Br:41])[CH:38]=[CH:39][CH:40]=3)=[O:34])=[C:28]([CH3:50])[CH:27]=2)[N:14]=1)[C:9]([F:12])([F:11])[F:10], predict the reaction product. The product is: [F:51][C:8]([F:7])([C:13]1[C:17]([C:18]([F:23])([F:24])[C:19]([F:20])([F:21])[F:22])=[CH:16][N:15]([CH2:25][C:26]2[CH:31]=[CH:30][C:29]([NH:32][C:33]([C:35]3[C:36]([C:42]([NH:44][C@@H:45]([CH3:49])[CH2:46][S:47]([CH3:48])=[O:5])=[O:43])=[C:37]([Br:41])[CH:38]=[CH:39][CH:40]=3)=[O:34])=[C:28]([CH3:50])[CH:27]=2)[N:14]=1)[C:9]([F:12])([F:11])[F:10].